From a dataset of Peptide-MHC class II binding affinity with 134,281 pairs from IEDB. Regression. Given a peptide amino acid sequence and an MHC pseudo amino acid sequence, predict their binding affinity value. This is MHC class II binding data. (1) The peptide sequence is SEFAYGSFVRTVSLP. The MHC is DRB1_0405 with pseudo-sequence DRB1_0405. The binding affinity (normalized) is 0.381. (2) The peptide sequence is APTGMFVAGAKYMVI. The MHC is DRB1_0301 with pseudo-sequence DRB1_0301. The binding affinity (normalized) is 0.510. (3) The peptide sequence is QGEPGRVIRGKKGAG. The MHC is HLA-DQA10102-DQB10602 with pseudo-sequence HLA-DQA10102-DQB10602. The binding affinity (normalized) is 0.101. (4) The peptide sequence is DKKYFAATQFEPLAA. The MHC is HLA-DPA10103-DPB10601 with pseudo-sequence HLA-DPA10103-DPB10601. The binding affinity (normalized) is 0.898. (5) The peptide sequence is QPCNGVTMNDVKIEY. The MHC is DRB1_1602 with pseudo-sequence DRB1_1602. The binding affinity (normalized) is 0.0594. (6) The peptide sequence is ANFYKDSHHPARTA. The MHC is HLA-DPA10103-DPB10401 with pseudo-sequence HLA-DPA10103-DPB10401. The binding affinity (normalized) is 0.173. (7) The peptide sequence is SQDLELSWSLNGLQAY. The MHC is DRB1_0401 with pseudo-sequence DRB1_0401. The binding affinity (normalized) is 0.188. (8) The peptide sequence is TQARAAAAAFEQAHA. The MHC is HLA-DQA10401-DQB10402 with pseudo-sequence HLA-DQA10401-DQB10402. The binding affinity (normalized) is 0.224.